Dataset: Full USPTO retrosynthesis dataset with 1.9M reactions from patents (1976-2016). Task: Predict the reactants needed to synthesize the given product. (1) Given the product [CH3:11][C:8]1[CH:9]=[C:10]2[C:5]([C:4](=[O:12])[N:22]3[CH:19]([C:16]4[CH:17]=[CH:18][CH:13]=[CH:14][CH:15]=4)[CH2:20][O:3][CH:2]32)=[CH:6][CH:7]=1, predict the reactants needed to synthesize it. The reactants are: O[CH:2]1[C:10]2[C:5](=[CH:6][CH:7]=[C:8]([CH3:11])[CH:9]=2)[C:4](=[O:12])[O:3]1.[CH:13]1[CH:18]=[CH:17][C:16]([C@H:19]([NH2:22])[CH2:20]O)=[CH:15][CH:14]=1.CCCCCC.C(OCC)(=O)C. (2) Given the product [C:12]([O:11][C:9]([NH:27][CH2:26][CH2:25][C:24]1[C:28]2[C:21](=[CH:20][CH:19]=[C:18]([C:16]#[N:17])[CH:29]=2)[NH:22][CH:23]=1)=[O:10])([CH3:13])([CH3:14])[CH3:15], predict the reactants needed to synthesize it. The reactants are: [C:9](O[C:9]([O:11][C:12]([CH3:15])([CH3:14])[CH3:13])=[O:10])([O:11][C:12]([CH3:15])([CH3:14])[CH3:13])=[O:10].[C:16]([C:18]1[CH:29]=[C:28]2[C:21]([NH:22][CH:23]=[C:24]2[CH2:25][CH2:26][NH2:27])=[CH:20][CH:19]=1)#[N:17].[OH-].[Na+]. (3) The reactants are: BrC1C=C(N[C@@H]2CCCN(C(OC(C)(C)C)=O)C2)C(OC)=NC=1.[Cl:24][CH2:25][C:26]([N:28]1CC[CH2:31][C@@H:30]([NH:34][C:35]2[C:40](=[O:41])[NH:39][CH:38]=[C:37]([C:42]3[CH:47]=[CH:46][N:45]=[CH:44][CH:43]=3)[CH:36]=2)[CH2:29]1)=[O:27]. Given the product [Cl:24][CH2:25][C:26]([N:28]1[CH2:29][CH:30]([NH:34][C:35]2[C:40](=[O:41])[NH:39][CH:38]=[C:37]([C:42]3[CH:43]=[CH:44][N:45]=[CH:46][CH:47]=3)[CH:36]=2)[CH2:31]1)=[O:27], predict the reactants needed to synthesize it. (4) Given the product [Cl:1][C:2]1[CH:3]=[C:4]([C:12]2[O:14][N:38]=[C:39]([C:41]3[CH:42]=[C:43]4[C:47](=[CH:48][CH:49]=3)[NH:46][N:45]=[CH:44]4)[N:40]=2)[CH:5]=[N:6][C:7]=1[O:8][CH:9]([CH3:10])[CH3:11], predict the reactants needed to synthesize it. The reactants are: [Cl:1][C:2]1[CH:3]=[C:4]([C:12]([OH:14])=O)[CH:5]=[N:6][C:7]=1[O:8][CH:9]([CH3:11])[CH3:10].C(N(CC)CC)C.O.OC1C2N=NNC=2C=CC=1.C(Cl)CCl.O[NH:38][C:39]([C:41]1[CH:42]=[C:43]2[C:47](=[CH:48][CH:49]=1)[NH:46][N:45]=[CH:44]2)=[NH:40]. (5) Given the product [ClH:41].[CH2:37]([N:3]([CH2:1][CH3:2])[CH2:4][CH2:5][O:6][C:7]1[CH:8]=[C:9]([CH3:36])[C:10]([C:14]2[CH:19]=[CH:18][CH:17]=[C:16]([CH2:20][O:21][C:22]3[CH:27]=[CH:26][C:25]([CH2:28][CH2:29][C:30]([OH:32])=[O:31])=[C:24]([F:35])[CH:23]=3)[CH:15]=2)=[C:11]([CH3:13])[CH:12]=1)[CH3:38], predict the reactants needed to synthesize it. The reactants are: [CH2:1]([N:3]([CH2:37][CH3:38])[CH2:4][CH2:5][O:6][C:7]1[CH:12]=[C:11]([CH3:13])[C:10]([C:14]2[CH:19]=[CH:18][CH:17]=[C:16]([CH2:20][O:21][C:22]3[CH:27]=[CH:26][C:25]([CH2:28][CH2:29][C:30]([O:32]CC)=[O:31])=[C:24]([F:35])[CH:23]=3)[CH:15]=2)=[C:9]([CH3:36])[CH:8]=1)[CH3:2].[OH-].[Na+].[ClH:41].C(=O)([O-])O.[Na+]. (6) Given the product [OH:2][C:3]1[CH:12]=[C:11]2[C:6]([CH:7]=[CH:8][CH:9]=[C:10]2[C:13]#[N:14])=[CH:5][CH:4]=1, predict the reactants needed to synthesize it. The reactants are: C[O:2][C:3]1[CH:12]=[C:11]2[C:6]([CH:7]=[CH:8][CH:9]=[C:10]2[C:13]#[N:14])=[CH:5][CH:4]=1.Cl.[NH+]1C=CC=CC=1.